From a dataset of Full USPTO retrosynthesis dataset with 1.9M reactions from patents (1976-2016). Predict the reactants needed to synthesize the given product. (1) Given the product [CH3:14][CH:12]([CH3:13])[CH2:11][C@@H:10]([NH:9][C:7](=[O:8])[O:6][C:2]([CH3:3])([CH3:4])[CH3:5])[C:15](=[O:17])[NH:36][CH:37]1[CH2:46][C:45]2[C:40](=[C:41]([N:47]3[CH2:51][CH2:50][CH2:49][C:48]3=[O:52])[CH:42]=[CH:43][CH:44]=2)[N:39]([CH2:53][C:54]2[CH:58]=[CH:57][S:56][CH:55]=2)[C:38]1=[O:59], predict the reactants needed to synthesize it. The reactants are: O.[C:2]([O:6][C:7]([NH:9][C@@H:10]([C:15]([OH:17])=O)[CH2:11][CH:12]([CH3:14])[CH3:13])=[O:8])([CH3:5])([CH3:4])[CH3:3].C(Cl)(=O)OCC(C)C.C([C@H]([C@@H](C(O)=O)O)O)(O)=O.[NH2:36][CH:37]1[CH2:46][C:45]2[C:40](=[C:41]([N:47]3[CH2:51][CH2:50][CH2:49][C:48]3=[O:52])[CH:42]=[CH:43][CH:44]=2)[N:39]([CH2:53][C:54]2[CH:58]=[CH:57][S:56][CH:55]=2)[C:38]1=[O:59].[OH-].[Na+].[Cl-].[Na+]. (2) Given the product [CH:37]1([C:36]([C:28]2[CH:27]=[CH:26][CH:31]=[CH:30][C:29]=2[CH2:32][C:33]([OH:35])=[O:34])=[O:41])[CH2:38][CH2:39]1, predict the reactants needed to synthesize it. The reactants are: [Al+3].[Cl-].[Cl-].[Cl-].ClCCCC(Cl)=O.C(C1C=CC=CC=1CC(O)=O)C.C([C:26]1[CH:31]=[CH:30][C:29]([CH2:32][C:33]([OH:35])=[O:34])=[C:28]([C:36](=[O:41])[CH2:37][CH2:38][CH2:39]Cl)[CH:27]=1)C.[Li+].[OH-]. (3) Given the product [NH:16]1[CH2:17][CH2:18][CH:19]([CH2:22][N:23]2[C:24]3[CH:28]=[CH:27][NH:26][C:25]=3[C:4](=[O:5])[NH:6][C:7]2=[S:8])[CH2:20][CH2:21]1, predict the reactants needed to synthesize it. The reactants are: C(O[C:4]([N:6]=[C:7]=[S:8])=[O:5])C.C(OC([N:16]1[CH2:21][CH2:20][CH:19]([CH2:22][NH:23][C:24]2[CH:28]=[CH:27][NH:26][C:25]=2C(OCC)=O)[CH2:18][CH2:17]1)=O)(C)(C)C.[Na].Cl. (4) Given the product [CH3:12][O:11][C:9](=[O:10])[C:8]1[CH:13]=[CH:14][C:15]([NH2:16])=[C:6]([O:5][CH2:1][CH2:2][CH2:3][CH3:4])[CH:7]=1, predict the reactants needed to synthesize it. The reactants are: [CH2:1]([O:5][C:6]1[CH:7]=[C:8]([CH:13]=[CH:14][C:15]=1[N+:16]([O-])=O)[C:9]([O:11][CH3:12])=[O:10])[CH2:2][CH2:3][CH3:4].[NH4+].[Cl-]. (5) Given the product [ClH:15].[ClH:15].[NH2:12][C:3]1[C:4]([C:8]([CH3:11])([CH3:10])[CH3:9])=[N:5][N:6]([CH3:7])[C:2]=1[NH2:1], predict the reactants needed to synthesize it. The reactants are: [NH2:1][C:2]1[N:6]([CH3:7])[N:5]=[C:4]([C:8]([CH3:11])([CH3:10])[CH3:9])[C:3]=1[N+:12]([O-])=O.[ClH:15].O. (6) Given the product [CH2:23]([N:10]([C:7]1[CH:8]=[CH:9][C:4]([CH:1]([CH3:3])[CH3:2])=[CH:5][CH:6]=1)[C:11]([CH:13]1[C:22]2[C:17](=[CH:18][CH:19]=[CH:20][CH:21]=2)[CH2:16][CH2:15][CH2:14]1)=[O:12])[CH2:24][CH2:25][CH3:26], predict the reactants needed to synthesize it. The reactants are: [CH:1]([C:4]1[CH:9]=[CH:8][C:7]([NH:10][C:11]([CH:13]2[C:22]3[C:17](=[CH:18][CH:19]=[CH:20][CH:21]=3)[CH2:16][CH2:15][CH2:14]2)=[O:12])=[CH:6][CH:5]=1)([CH3:3])[CH3:2].[CH2:23](Br)[CH2:24][CH2:25][CH3:26].[H-].[Na+]. (7) The reactants are: Cl[C:2]1[C:3]2[CH2:17][CH2:16][CH2:15][C:4]=2[N:5]=[C:6]([C:8]2[CH:13]=[CH:12][CH:11]=[C:10]([Cl:14])[CH:9]=2)[N:7]=1.[NH2:18][CH2:19][CH2:20][CH2:21][C:22]([NH2:24])=[O:23].C(N(CC)C(C)C)(C)C. Given the product [Cl:14][C:10]1[CH:9]=[C:8]([C:6]2[N:7]=[C:2]([NH:18][CH2:19][CH2:20][CH2:21][C:22]([NH2:24])=[O:23])[C:3]3[CH2:17][CH2:16][CH2:15][C:4]=3[N:5]=2)[CH:13]=[CH:12][CH:11]=1, predict the reactants needed to synthesize it. (8) Given the product [N:14]1([C:4]2[N:3]=[C:2]([O:1][CH:33]3[CH2:50][CH:49]4[N:35]([C:36](=[O:56])[N:37]([CH3:55])[CH2:38][CH2:39][CH2:40][CH2:41][CH:42]=[CH:43][CH:44]5[C:46]([C:52]([OH:54])=[O:53])([NH:47][C:48]4=[O:51])[CH2:45]5)[CH2:34]3)[C:11]3[C:6]([CH:5]=2)=[CH:7][C:8]([O:12][CH3:13])=[CH:9][CH:10]=3)[CH:18]=[CH:17][CH:16]=[N:15]1, predict the reactants needed to synthesize it. The reactants are: [OH:1][C:2]1[C:11]2[C:6](=[CH:7][C:8]([O:12][CH3:13])=[CH:9][CH:10]=2)[CH:5]=[C:4]([N:14]2[CH:18]=[CH:17][CH:16]=[N:15]2)[N:3]=1.ClC1N=C(O[CH:33]2[CH2:50][CH:49]3[N:35]([C:36](=[O:56])[N:37]([CH3:55])[CH2:38][CH2:39][CH2:40][CH2:41][CH:42]=[CH:43][CH:44]4[C:46]([C:52]([OH:54])=[O:53])([NH:47][C:48]3=[O:51])[CH2:45]4)[CH2:34]2)C2C(C=1)=CC(OC)=CC=2.